From a dataset of Experimentally validated miRNA-target interactions with 360,000+ pairs, plus equal number of negative samples. Binary Classification. Given a miRNA mature sequence and a target amino acid sequence, predict their likelihood of interaction. (1) The miRNA is hsa-miR-4285 with sequence GCGGCGAGUCCGACUCAU. The protein sequence of the target gene is MKTSRRGRALLAVALNLLALLFATTAFLTTHWCQGTQRVPKPGCGQGGRANCPNSGANATANGTAAPAAAAAAATASGNGPPGGALYSWETGDDRFLFRNFHTGIWYSCEEELSGLGEKCRSFIDLAPASEKGVLWLSVVSEVLYILLLVVGFSLMCLELFHSSNVIDGLKLNAFAAVFTVLSGLLGMVAHMMYTQVFQVTVSLGPEDWRPHSWDYGWSFCLAWGSFTCCMAASVTTLNSYTKTVIEFRHKRKVFEQGYREEPTFIDPEAIKYFRERMEKRDGSEEDFHLDCRHERYPAR.... Result: 0 (no interaction). (2) The miRNA is hsa-miR-1298-3p with sequence CAUCUGGGCAACUGACUGAAC. The protein sequence of the target gene is MESPLIYVSVLLLNIFEFSSGIVYNKDDTEKRFACSNKGFPQENEIIKLYLFLENLKIQCFFQTENEIASKAMLSVFTSGGLAPSLGIMNSTYNGIFHFNLTLFSDRILWLVDIPRENITQSTDIAAVEEWLVRITLHHGLNIYATEGTLLDVIREPILQWTPGDVIPESEISKLYPHVVDLKVTKCPCANDVALLGFIVDTIVDGVYIGITFGGFWHDYDTTWFNMTQTIYSQLQEEYEDLSLVDMVLTNHFLVILTSLGLFVSEDLRYPSRHSLSFSRADFCGFERVDYVKGKLWYNE.... Result: 0 (no interaction). (3) The miRNA is hsa-miR-15b-5p with sequence UAGCAGCACAUCAUGGUUUACA. The protein sequence of the target gene is MRASLLLSVLRPAGPVAVGISLGFTLSLLSVTWVEEPCGPGPPQPGDSELPPRGNTNAARRPNSVQPGAEREKPGAGEGAGENWEPRVLPYHPAQPGQAAKKAVRTRYISTELGIRQRLLVAVLTSQTTLPTLGVAVNRTLGHRLERVVFLTGARGRRAPPGMAVVTLGEERPIGHLHLALRHLLEQHGDDFDWFFLVPDTTYTEAHGLARLTGHLSLASAAHLYLGRPQDFIGGEPTPGRYCHGGFGVLLSRMLLQQLRPHLEGCRNDIVSARPDEWLGRCILDATGVGCTGDHEGVHY.... Result: 1 (interaction). (4) The miRNA is hsa-miR-130b-5p with sequence ACUCUUUCCCUGUUGCACUAC. The protein sequence of the target gene is MVQKYQSPVRVYKHPFELIMAAYERRFPTCPLIPMFVDSDTVSEFKSEDGALHVIERRCKLDIDAPRLLKKIAGVDYVYFVQKNSLNSRDRTLHIEAHNETFSNRVIIHEHCCYTVHPENEDWTCFEQSASLDIKSFFGFESTVEKIAMKHYTSNIKKGKEIIEYYLRQLEEEGITFVPRWTPPPVGPSETCSSSKNQVTSAAVLVPDAAAVMEGLSGENLSSPGTASEPVVGTPDDKLDADYIKRYLGDLTPLQESCLIRLRQWLQETHKGKIPKDEHILRFLRARDFNIDKAREIMCQ.... Result: 0 (no interaction). (5) The miRNA is hsa-miR-3125 with sequence UAGAGGAAGCUGUGGAGAGA. The protein sequence of the target gene is MSHIQIPPGLTELLQGYTVEVLRQQPPDLVEFAVEYFTRLREARAPASVLPAATPRQSLGHPPPEPGPDRVADAKGDSESEEDEDLEVPVPSRFNRRVSVCAETYNPDEEEEDTDPRVIHPKTDEQRCRLQEACKDILLFKNLDQEQLSQVLDAMFERIVKADEHVIDQGDDGDNFYVIERGTYDILVTKDNQTRSVGQYDNRGSFGELALMYNTPRAATIVATSEGSLWGLDRVTFRRIIVKNNAKKRKMFESFIESVPLLKSLEVSERMKIVDVIGEKIYKDGERIITQGEKADSFYI.... Result: 1 (interaction). (6) The miRNA is hsa-miR-4729 with sequence UCAUUUAUCUGUUGGGAAGCUA. The protein sequence of the target gene is MASGRLIKFVVFELLEFAAFSIPTLVITEQFATAYQGTRARSDNTHYWLIISCSIAYVALVTLLIWVPVKVILHKKRYIYRKIKGWRPVLMMCVVLTTLPCLTFSIAVTEVQKSINGSADVLPDMLPDLPVSLVLLSLIMVDIIEKLRIYPLRGSQKSSENGHIHSTSLQHIKTVTEQVRQSPENAASPQATNSTQVSQPSGAMTRSQESVFMGPQEPSCDSGILRMMSRRDVRAELFLWSFLLWSDTIEMVRVAGHPNVYKSSWLYPVYIFSFISLLRITFTPQNPLLNSLSVLLQDLP.... Result: 0 (no interaction). (7) The miRNA is mmu-miR-28c with sequence AGGAGCUCACAGUCUAUUGA. The protein sequence of the target gene is MAGAAAAVAAGAAAGAAAAAGSVSAPGRASAPPPPPPVYCVCRQPYDVNRFMIECDVCKDWFHGSCVGVEEHHAVDIDLYHCPDCAALHGSSLMKKRRNWHRHDYTEVDDGSKPVQAGTRAFVKELRSRVFPSADEIIVKMHGSQLTQRYLEKHGFDVPIMVPKLDDLGLRLPSPAFSVMDVERYVGGDKVIDVIDVARQADSKMTLHNYVKYFMNPDRPKVLNVISLEFSDTKMSELVEVPDIARKLSWVENYWPDDSVFPKPFVQKYCLMGVQDSYTDFHIDFGGTSVWYHVLWGEKI.... Result: 0 (no interaction). (8) The miRNA is cel-miR-1824-5p with sequence UGGCAGUGUUUCUCCCCCAACUU. The protein sequence of the target gene is MRLRGCGPRAAPASSAGASDARLLAPPGRNPFVHELRLSALQKAQVALMTLTLFPVRLLVAAAMMLLAWPLALVASLGSAEKEPEQPPALWRKVVDFLLKAIMRTMWFAGGFHRVAVKGRQALPTEAAILTLAPHSSYFDAIPVTMTMSSIVMKAESRDIPIWGTLIQYIRPVFVSRSDQDSRRKTVEEIKRRAQSNGKWPQIMIFPEGTCTNRTCLITFKPGAFIPGAPVQPVVLRYPNKLDTITWTWQGPGALEILWLTLCQFHNQVEIEFLPVYSPSEEEKRNPALYASNVRRVMAE.... Result: 0 (no interaction). (9) The miRNA is mmu-miR-181a-5p with sequence AACAUUCAACGCUGUCGGUGAGU. The protein sequence of the target gene is MASSVGNVADSTEPTKRMLSFQGLAELAHREYQAGDFEAAERHCMQLWRQEPDNTGVLLLLSSIHFQCRRLDRSAHFSTLAIKQNPLLAEAYSNLGNVYKERGQLQEAIEHYRHALRLKPDFIDGYINLAAALVAAGDMEGAVQAYVSALQYNPDLYCVRSDLGNLLKALGRLEEAKACYLKAIETQPNFAVAWSNLGCVFNAQGEIWLAIHHFEKAVTLDPNFLDAYINLGNVLKEARIFDRAVAAYLRALSLSPNHAVVHGNLACVYYEQGLIDLAIDTYRRAIELQPHFPDAYCNLA.... Result: 1 (interaction). (10) The miRNA is hsa-miR-342-3p with sequence UCUCACACAGAAAUCGCACCCGU. The protein sequence of the target gene is MDPNCSCSPVGSCACAGSCKCKECKCTSCKKSCCSCCPVGCAKCAQGCICKGTSDKCSCCA. Result: 0 (no interaction).